Dataset: Full USPTO retrosynthesis dataset with 1.9M reactions from patents (1976-2016). Task: Predict the reactants needed to synthesize the given product. (1) Given the product [CH2:17]([O:1][C:2]1[CH:9]=[CH:8][C:5]([C:6]#[N:7])=[CH:4][CH:3]=1)[CH2:18][CH2:19][CH2:20][CH2:21][CH2:22][CH2:23][CH3:24], predict the reactants needed to synthesize it. The reactants are: [OH:1][C:2]1[CH:9]=[CH:8][C:5]([C:6]#[N:7])=[CH:4][CH:3]=1.C(=O)([O-])[O-].[K+].[K+].Br[CH2:17][CH2:18][CH2:19][CH2:20][CH2:21][CH2:22][CH2:23][CH3:24]. (2) Given the product [Cl:1][C:2]1[N:3]=[C:4]([N:15]2[CH2:20][CH2:19][O:18][CH2:17][CH2:16]2)[C:5]2[S:10][C:9]([C:11]#[C:12][CH2:13][O:14][S:29]([CH3:28])(=[O:31])=[O:30])=[CH:8][C:6]=2[N:7]=1, predict the reactants needed to synthesize it. The reactants are: [Cl:1][C:2]1[N:3]=[C:4]([N:15]2[CH2:20][CH2:19][O:18][CH2:17][CH2:16]2)[C:5]2[S:10][C:9]([C:11]#[C:12][CH2:13][OH:14])=[CH:8][C:6]=2[N:7]=1.C(N(CC)CC)C.[CH3:28][S:29](Cl)(=[O:31])=[O:30].